From a dataset of Catalyst prediction with 721,799 reactions and 888 catalyst types from USPTO. Predict which catalyst facilitates the given reaction. Reactant: [N+:1]([C:4]1[CH:9]=[CH:8][C:7]([C:10](=O)[CH2:11]Br)=[CH:6][CH:5]=1)([O-])=O.[CH3:14][CH2:15][O:16][C:17]([C:19]([NH2:21])=[S:20])=[O:18]. Product: [CH2:15]([O:16][C:17]([C:19]1[S:20][CH:11]=[C:10]([C:7]2[CH:8]=[CH:9][C:4]([NH2:1])=[CH:5][CH:6]=2)[N:21]=1)=[O:18])[CH3:14]. The catalyst class is: 5.